From a dataset of Reaction yield outcomes from USPTO patents with 853,638 reactions. Predict the reaction yield, written as a fraction of the theoretical maximum amount of product (1.0 means a 100% yield; for example, 0.34 means a 34% yield). (1) The reactants are [OH:1][C:2]1[C:9]([CH3:10])=[N:8][CH:7]=[C:6]([CH3:11])[C:3]=1[CH:4]=O.[Cl:12][C:13]1[CH:14]=[C:15]([CH:17]=[CH:18][C:19]=1[F:20])[NH2:16].[Si]([C:25]#[N:26])(C)(C)C. The catalyst is CO.C(O)(=O)C. The product is [Cl:12][C:13]1[CH:14]=[C:15]([NH:16][C:4]2[C:3]3[C:2](=[C:9]([CH3:10])[N:8]=[CH:7][C:6]=3[CH3:11])[O:1][C:25]=2[NH2:26])[CH:17]=[CH:18][C:19]=1[F:20]. The yield is 0.250. (2) The reactants are [C:1]([C:3]1[CH:4]=[CH:5][C:6]2[O:11][CH:10]([C:12]([OH:14])=O)[CH2:9][NH:8][C:7]=2[CH:15]=1)#[N:2].[NH2:16][C:17]1[CH:22]=[C:21]([O:23][C:24]([O:26][CH3:27])=[O:25])[C:20]([CH:28]2[CH2:32][CH2:31][CH2:30][CH2:29]2)=[CH:19][C:18]=1[CH:33]1[CH2:38][CH2:37][N:36]([C:39]([O:41][C:42]([CH3:45])([CH3:44])[CH3:43])=[O:40])[CH2:35][CH2:34]1.C(P1(=O)OP(CCC)(=O)OP(CCC)(=O)O1)CC.N1C=CC=CC=1. The catalyst is ClCCl. The product is [C:42]([O:41][C:39]([N:36]1[CH2:37][CH2:38][CH:33]([C:18]2[CH:19]=[C:20]([CH:28]3[CH2:29][CH2:30][CH2:31][CH2:32]3)[C:21]([O:23][C:24]([O:26][CH3:27])=[O:25])=[CH:22][C:17]=2[NH:16][C:12]([CH:10]2[CH2:9][NH:8][C:7]3[CH:15]=[C:3]([C:1]#[N:2])[CH:4]=[CH:5][C:6]=3[O:11]2)=[O:14])[CH2:34][CH2:35]1)=[O:40])([CH3:45])([CH3:44])[CH3:43]. The yield is 0.770. (3) The reactants are [C:1]([O:4][C@@H:5]1[CH2:9][C@H:8]([C:10](=O)[NH:11][CH2:12][C:13]2[N:14]=[C:15]3[CH:21]=[CH:20][N:19]([S:22]([C:25]4[CH:31]=[CH:30][C:28]([CH3:29])=[CH:27][CH:26]=4)(=[O:24])=[O:23])[C:16]3=[N:17][CH:18]=2)[N:7]([C:33](=[O:35])[CH3:34])[CH2:6]1)(=[O:3])[CH3:2].C(O)(C(F)(F)F)=O.C(OC(C(F)(F)F)=O)(C(F)(F)F)=O. No catalyst specified. The product is [C:1]([O:4][C@@H:5]1[CH2:9][C@H:8]([C:10]2[N:14]3[C:15]4[CH:21]=[CH:20][N:19]([S:22]([C:25]5[CH:31]=[CH:30][C:28]([CH3:29])=[CH:27][CH:26]=5)(=[O:24])=[O:23])[C:16]=4[N:17]=[CH:18][C:13]3=[CH:12][N:11]=2)[N:7]([C:33](=[O:35])[CH3:34])[CH2:6]1)(=[O:3])[CH3:2]. The yield is 0.570. (4) The reactants are Br[C:2]1[CH:3]=[C:4]([O:8][CH3:9])[CH:5]=[CH:6][CH:7]=1.[C:10]1([C:19]2[CH:24]=[CH:23][CH:22]=[CH:21][CH:20]=2)[C:11](B(O)O)=[CH:12][CH:13]=[CH:14][CH:15]=1.C(=O)([O-])[O-].[Na+].[Na+]. The catalyst is COC. The product is [CH3:9][O:8][C:4]1[CH:3]=[C:2]([C:24]2[C:19]([C:10]3[CH:15]=[CH:14][CH:13]=[CH:12][CH:11]=3)=[CH:20][CH:21]=[CH:22][CH:23]=2)[CH:7]=[CH:6][CH:5]=1. The yield is 0.900. (5) The reactants are [Cl:1][C:2]1[CH:33]=[CH:32][C:5]([C:6]([NH:8][C:9]2[C:10]([CH3:31])=[C:11]([CH3:30])[C:12]3[O:16][C:15]([CH3:18])([CH3:17])[CH:14]([C:19]4[CH:24]=[CH:23][C:22]([CH:25]([CH3:27])[CH3:26])=[CH:21][CH:20]=4)[C:13]=3[C:28]=2[CH3:29])=O)=[CH:4][CH:3]=1. The catalyst is CO. The product is [Cl:1][C:2]1[CH:3]=[CH:4][C:5]([CH2:6][NH:8][C:9]2[C:10]([CH3:31])=[C:11]([CH3:30])[C:12]3[O:16][C:15]([CH3:17])([CH3:18])[CH:14]([C:19]4[CH:24]=[CH:23][C:22]([CH:25]([CH3:26])[CH3:27])=[CH:21][CH:20]=4)[C:13]=3[C:28]=2[CH3:29])=[CH:32][CH:33]=1. The yield is 0.370. (6) The reactants are [Br:1][C:2]1[CH:3]=[C:4]([NH:10][C:11]2[CH:20]=[CH:19][C:18]3[CH2:17][NH:16][CH2:15][CH2:14][C:13]=3[N:12]=2)[C:5](=[O:9])[N:6]([CH3:8])[CH:7]=1.C=O.[BH-](OC(C)=O)(OC(C)=O)O[C:25](C)=O.[Na+].C(O)(=O)C.[OH-].[Na+]. The catalyst is CO. The product is [Br:1][C:2]1[CH:3]=[C:4]([NH:10][C:11]2[CH:20]=[CH:19][C:18]3[CH2:17][N:16]([CH3:25])[CH2:15][CH2:14][C:13]=3[N:12]=2)[C:5](=[O:9])[N:6]([CH3:8])[CH:7]=1. The yield is 0.770. (7) The reactants are [NH2:1][C:2]1[CH:7]=[CH:6][C:5]([C:8](=[O:10])[CH3:9])=[CH:4][CH:3]=1.C(N(CC)CC)C.[C:18](Cl)(=[O:20])[CH3:19]. The catalyst is ClCCl. The product is [C:8]([C:5]1[CH:6]=[CH:7][C:2]([NH:1][C:18](=[O:20])[CH3:19])=[CH:3][CH:4]=1)(=[O:10])[CH3:9]. The yield is 0.740. (8) The product is [OH2:5].[C:42]1([S:48]([OH:51])(=[O:50])=[O:49])[CH:47]=[CH:46][CH:45]=[CH:44][CH:43]=1.[CH:1]1([C:4]([NH:6][C:7]2[N:8]=[C:9]3[CH:14]=[CH:13][C:12]([O:15][C:16]4[CH:17]=[CH:18][C:19]([NH:22][C:23]([C:25]5[C:26](=[O:39])[N:27]([C:32]6[CH:33]=[CH:34][C:35]([F:38])=[CH:36][CH:37]=6)[C:28]([CH3:31])=[CH:29][CH:30]=5)=[O:24])=[CH:20][CH:21]=4)=[CH:11][N:10]3[CH:40]=2)=[O:5])[CH2:3][CH2:2]1. The catalyst is O1CCCC1. The reactants are [CH:1]1([C:4]([NH:6][C:7]2[N:8]=[C:9]3[CH:14]=[CH:13][C:12]([O:15][C:16]4[CH:21]=[CH:20][C:19]([NH:22][C:23]([C:25]5[C:26](=[O:39])[N:27]([C:32]6[CH:37]=[CH:36][C:35]([F:38])=[CH:34][CH:33]=6)[C:28]([CH3:31])=[CH:29][CH:30]=5)=[O:24])=[CH:18][CH:17]=4)=[CH:11][N:10]3[CH:40]=2)=[O:5])[CH2:3][CH2:2]1.O.[C:42]1([S:48]([OH:51])(=[O:50])=[O:49])[CH:47]=[CH:46][CH:45]=[CH:44][CH:43]=1. The yield is 0.580.